Dataset: NCI-60 drug combinations with 297,098 pairs across 59 cell lines. Task: Regression. Given two drug SMILES strings and cell line genomic features, predict the synergy score measuring deviation from expected non-interaction effect. (1) Drug 1: CC1=CC2C(CCC3(C2CCC3(C(=O)C)OC(=O)C)C)C4(C1=CC(=O)CC4)C. Drug 2: CCC1=C2CN3C(=CC4=C(C3=O)COC(=O)C4(CC)O)C2=NC5=C1C=C(C=C5)O. Cell line: PC-3. Synergy scores: CSS=10.8, Synergy_ZIP=-5.84, Synergy_Bliss=0.780, Synergy_Loewe=-18.4, Synergy_HSA=-2.03. (2) Drug 1: CCC1=CC2CC(C3=C(CN(C2)C1)C4=CC=CC=C4N3)(C5=C(C=C6C(=C5)C78CCN9C7C(C=CC9)(C(C(C8N6C)(C(=O)OC)O)OC(=O)C)CC)OC)C(=O)OC.C(C(C(=O)O)O)(C(=O)O)O. Drug 2: C1=NC2=C(N=C(N=C2N1C3C(C(C(O3)CO)O)F)Cl)N. Cell line: SF-295. Synergy scores: CSS=38.3, Synergy_ZIP=-5.90, Synergy_Bliss=-1.61, Synergy_Loewe=-15.3, Synergy_HSA=-0.395. (3) Drug 1: CC(CN1CC(=O)NC(=O)C1)N2CC(=O)NC(=O)C2. Drug 2: CC1=C2C(C(=O)C3(C(CC4C(C3C(C(C2(C)C)(CC1OC(=O)C(C(C5=CC=CC=C5)NC(=O)OC(C)(C)C)O)O)OC(=O)C6=CC=CC=C6)(CO4)OC(=O)C)O)C)O. Cell line: UACC-257. Synergy scores: CSS=9.26, Synergy_ZIP=-9.93, Synergy_Bliss=-8.23, Synergy_Loewe=-22.3, Synergy_HSA=-7.67.